Dataset: Catalyst prediction with 721,799 reactions and 888 catalyst types from USPTO. Task: Predict which catalyst facilitates the given reaction. Reactant: [NH2:1][CH2:2][CH2:3][CH2:4][O:5][C:6]1[CH:45]=[CH:44][C:9]([CH2:10][C@H:11]([NH:32][C:33](=[O:43])[O:34][C@@H:35]2[C@H:42]3[C@H:38]([O:39][CH2:40][CH2:41]3)[O:37][CH2:36]2)[C@H:12]([OH:31])[CH2:13][N:14]([S:19]([C:22]2[CH:30]=[CH:29][C:25]3[O:26][CH2:27][O:28][C:24]=3[CH:23]=2)(=[O:21])=[O:20])[CH2:15][CH:16]([CH3:18])[CH3:17])=[CH:8][CH:7]=1.[O:46]1[CH:50]=[CH:49][C:48]([C:51](O)=[O:52])=[CH:47]1.C(N(CC)C(C)C)(C)C.F[P-](F)(F)(F)(F)F.N1(OC(N(C)C)=[N+](C)C)C2N=CC=CC=2N=N1. Product: [O:26]1[C:25]2[CH:29]=[CH:30][C:22]([S:19]([N:14]([CH2:15][CH:16]([CH3:17])[CH3:18])[CH2:13][C@@H:12]([OH:31])[C@@H:11]([NH:32][C:33](=[O:43])[O:34][C@@H:35]3[C@H:42]4[C@H:38]([O:39][CH2:40][CH2:41]4)[O:37][CH2:36]3)[CH2:10][C:9]3[CH:44]=[CH:45][C:6]([O:5][CH2:4][CH2:3][CH2:2][NH:1][C:51]([C:48]4[CH:49]=[CH:50][O:46][CH:47]=4)=[O:52])=[CH:7][CH:8]=3)(=[O:21])=[O:20])=[CH:23][C:24]=2[O:28][CH2:27]1. The catalyst class is: 3.